Task: Predict the product of the given reaction.. Dataset: Forward reaction prediction with 1.9M reactions from USPTO patents (1976-2016) (1) Given the reactants N#N.[Br:3][C:4]1[CH:13]=[CH:12][CH:11]=[CH:10][C:5]=1[C:6]([NH:8][NH2:9])=[O:7].[CH:14](OCC)(OCC)OCC, predict the reaction product. The product is: [Br:3][C:4]1[CH:13]=[CH:12][CH:11]=[CH:10][C:5]=1[C:6]1[O:7][CH:14]=[N:9][N:8]=1. (2) Given the reactants [CH:1]([C:3]1[NH:7][C:6]([C:8]([OH:10])=O)=[CH:5][C:4]=1[CH3:11])=[O:2].[CH3:12][N:13]1[CH2:18][CH2:17][NH:16][CH2:15][CH2:14]1.ON1C2C=CC=CC=2N=N1.C(N(CC)CC)C, predict the reaction product. The product is: [CH3:11][C:4]1[CH:5]=[C:6]([C:8]([N:16]2[CH2:17][CH2:18][N:13]([CH3:12])[CH2:14][CH2:15]2)=[O:10])[NH:7][C:3]=1[CH:1]=[O:2]. (3) Given the reactants [NH2:1][C:2]1[CH:3]=[N:4][CH:5]=[CH:6][C:7]=1[NH2:8].Cl.[Cl:10][C:11]1[CH:12]=[CH:13][C:14]([O:28][CH2:29][CH:30]([CH3:32])[CH3:31])=[C:15]([CH2:17][N:18]2[C:22]([CH3:23])=[CH:21][C:20]([C:24](=N)OC)=[N:19]2)[CH:16]=1, predict the reaction product. The product is: [ClH:10].[Cl:10][C:11]1[CH:12]=[CH:13][C:14]([O:28][CH2:29][CH:30]([CH3:32])[CH3:31])=[C:15]([CH2:17][N:18]2[C:22]([CH3:23])=[CH:21][C:20]([C:24]3[NH:8][C:7]4[CH:6]=[CH:5][N:4]=[CH:3][C:2]=4[N:1]=3)=[N:19]2)[CH:16]=1.